Dataset: Reaction yield outcomes from USPTO patents with 853,638 reactions. Task: Predict the reaction yield, written as a fraction of the theoretical maximum amount of product (1.0 means a 100% yield; for example, 0.34 means a 34% yield). (1) The reactants are [O:1]1[C:5]2[CH:6]=[CH:7][C:8]([C:10]3[CH:15]=[CH:14][C:13]([N:16]4[C:20]([CH2:21][C@@H:22]5[CH2:26][CH2:25][N:24]([C:27]([CH:29]6[CH2:31][CH2:30]6)=[O:28])[CH2:23]5)=[N:19][NH:18][C:17]4=[O:32])=[CH:12][CH:11]=3)=[CH:9][C:4]=2[CH:3]=[CH:2]1.C(=O)([O-])[O-].[K+].[K+].[CH3:39][O:40][CH2:41][CH2:42]Cl. The catalyst is CN(C)C=O. The product is [O:1]1[C:5]2[CH:6]=[CH:7][C:8]([C:10]3[CH:11]=[CH:12][C:13]([N:16]4[C:20]([CH2:21][C@@H:22]5[CH2:26][CH2:25][N:24]([C:27]([CH:29]6[CH2:30][CH2:31]6)=[O:28])[CH2:23]5)=[N:19][N:18]([CH2:42][CH2:41][O:40][CH3:39])[C:17]4=[O:32])=[CH:14][CH:15]=3)=[CH:9][C:4]=2[CH:3]=[CH:2]1. The yield is 0.330. (2) The reactants are [H-].[Na+].[CH3:3][S:4]([CH:7]([CH3:13])[C:8]([O:10][CH2:11][CH3:12])=[O:9])(=[O:6])=[O:5].[Br:14][CH2:15][CH2:16]Br. The catalyst is CCCCCC.CN(C=O)C. The product is [Br:14][CH2:15][CH2:16][C:7]([CH3:13])([S:4]([CH3:3])(=[O:5])=[O:6])[C:8]([O:10][CH2:11][CH3:12])=[O:9]. The yield is 0.500. (3) The yield is 0.660. The catalyst is C(Cl)(Cl)Cl. The reactants are N1C=CC=CC=1.[CH3:7][O:8][C:9]1[CH:14]=[CH:13][C:12]([CH2:15][CH2:16][CH2:17][CH2:18][OH:19])=[CH:11][CH:10]=1.[C:20]1([CH3:30])[CH:25]=[CH:24][C:23]([S:26](Cl)(=[O:28])=[O:27])=[CH:22][CH:21]=1. The product is [CH3:7][O:8][C:9]1[CH:14]=[CH:13][C:12]([CH2:15][CH2:16][CH2:17][CH2:18][O:19][S:26]([C:23]2[CH:24]=[CH:25][C:20]([CH3:30])=[CH:21][CH:22]=2)(=[O:28])=[O:27])=[CH:11][CH:10]=1. (4) The reactants are [NH2:1][C:2]1[CH:3]=[C:4]([CH:21]=[CH:22][C:23]=1[CH3:24])[O:5][C:6]1[CH:7]=[CH:8][C:9]2[N:10]([CH:12]=[C:13]([NH:15][C:16]([CH:18]3[CH2:20][CH2:19]3)=[O:17])[N:14]=2)[N:11]=1.[C:25]([N:29]1[C:33]([C:34](Cl)=[O:35])=[CH:32][C:31]([CH3:37])=[N:30]1)([CH3:28])([CH3:27])[CH3:26].C(OCC)(=O)C.O1CCCC1.C(=O)([O-])O.[Na+]. The catalyst is CN(C)C(=O)C. The product is [C:25]([N:29]1[C:33]([C:34]([NH:1][C:2]2[CH:3]=[C:4]([O:5][C:6]3[CH:7]=[CH:8][C:9]4[N:10]([CH:12]=[C:13]([NH:15][C:16]([CH:18]5[CH2:20][CH2:19]5)=[O:17])[N:14]=4)[N:11]=3)[CH:21]=[CH:22][C:23]=2[CH3:24])=[O:35])=[CH:32][C:31]([CH3:37])=[N:30]1)([CH3:28])([CH3:27])[CH3:26]. The yield is 0.0400. (5) The reactants are [H-].[Na+].[Br:3][C:4]1[CH:12]=[CH:11][CH:10]=[C:9]2[C:5]=1[CH:6]=[CH:7][NH:8]2.[CH:13]([Si:16](Cl)([CH:20]([CH3:22])[CH3:21])[CH:17]([CH3:19])[CH3:18])([CH3:15])[CH3:14]. The catalyst is C(Cl)Cl.CN(C=O)C. The product is [Br:3][C:4]1[CH:12]=[CH:11][CH:10]=[C:9]2[C:5]=1[CH:6]=[CH:7][N:8]2[Si:16]([CH:20]([CH3:22])[CH3:21])([CH:17]([CH3:19])[CH3:18])[CH:13]([CH3:15])[CH3:14]. The yield is 0.630. (6) The reactants are [CH:1]([CH:4]1[CH2:8][CH2:7][C:6](=O)[CH:5]1[C:10]([O:12][CH3:13])=[O:11])([CH3:3])[CH3:2].C([O-])(=O)C.[NH4+:18]. The catalyst is CO. The product is [NH2:18][C:6]1[CH2:7][CH2:8][CH:4]([CH:1]([CH3:3])[CH3:2])[C:5]=1[C:10]([O:12][CH3:13])=[O:11]. The yield is 0.610. (7) The reactants are [CH3:1][O:2][C@H:3]1[CH2:11][C:10]2[C:5](=[CH:6][CH:7]=[CH:8][CH:9]=2)[C@H:4]1[NH2:12].[N:13]1[C:20]([Cl:21])=[N:19][C:17](Cl)=[N:16][C:14]=1[Cl:15].CCN(C(C)C)C(C)C.O. The catalyst is C1COCC1. The product is [Cl:15][C:14]1[N:13]=[C:20]([Cl:21])[N:19]=[C:17]([NH:12][C@@H:4]2[C:5]3[C:10](=[CH:9][CH:8]=[CH:7][CH:6]=3)[CH2:11][C@@H:3]2[O:2][CH3:1])[N:16]=1. The yield is 0.490.